This data is from Full USPTO retrosynthesis dataset with 1.9M reactions from patents (1976-2016). The task is: Predict the reactants needed to synthesize the given product. Given the product [OH:1][C:2]1[CH:3]=[CH:4][C:5]([CH2:8][CH:9]([O:13][CH3:14])[C:10]([O-:12])=[O:11])=[CH:6][CH:7]=1.[Na+:16], predict the reactants needed to synthesize it. The reactants are: [OH:1][C:2]1[CH:7]=[CH:6][C:5]([CH2:8][CH:9]([O:13][CH3:14])[C:10]([OH:12])=[O:11])=[CH:4][CH:3]=1.[OH-].[Na+:16].